This data is from Catalyst prediction with 721,799 reactions and 888 catalyst types from USPTO. The task is: Predict which catalyst facilitates the given reaction. (1) Reactant: [CH2:1]([N:8]1[C:16]2[CH:15]=[CH:14][CH:13]=[C:12]([NH2:17])[C:11]=2[CH:10]=[N:9]1)[C:2]1[CH:7]=[CH:6][CH:5]=[CH:4][CH:3]=1.[Cl:18]N1C(=O)CCC1=O. Product: [CH2:1]([N:8]1[C:16]2[CH:15]=[CH:14][C:13]([Cl:18])=[C:12]([NH2:17])[C:11]=2[CH:10]=[N:9]1)[C:2]1[CH:3]=[CH:4][CH:5]=[CH:6][CH:7]=1. The catalyst class is: 18. (2) Reactant: [Cl:1][C:2]1[CH:9]=[CH:8][C:5]([C:6]#[N:7])=[C:4]([O:10][C:11]2[CH:19]=[CH:18][CH:17]=[C:16]3[C:12]=2[CH2:13][CH2:14][C:15]3=O)[CH:3]=1.CN.[C:23]([BH3-])#[N:24].[Na+].[C:27]([OH:34])(=[O:33])/[CH:28]=[CH:29]/[C:30]([OH:32])=[O:31]. Product: [C:27]([OH:34])(=[O:33])/[CH:28]=[CH:29]/[C:30]([OH:32])=[O:31].[Cl:1][C:2]1[CH:9]=[CH:8][C:5]([C:6]#[N:7])=[C:4]([O:10][C:11]2[CH:19]=[CH:18][CH:17]=[C:16]3[C:12]=2[CH2:13][CH2:14][CH:15]3[NH:24][CH3:23])[CH:3]=1. The catalyst class is: 130. (3) Reactant: [CH:1]1[CH:6]=[C:5]([Cl:7])[C:4]([F:8])=[C:3]([CH:9]([NH2:13])[C:10]([OH:12])=[O:11])[CH:2]=1.C(=O)([O-])O.[Na+].[C:19](O[C:19]([O:21][C:22]([CH3:25])([CH3:24])[CH3:23])=[O:20])([O:21][C:22]([CH3:25])([CH3:24])[CH3:23])=[O:20].C(OCC)(=O)C. Product: [C:22]([O:21][C:19]([NH:13][CH:9]([C:3]1[CH:2]=[CH:1][CH:6]=[C:5]([Cl:7])[C:4]=1[F:8])[C:10]([OH:12])=[O:11])=[O:20])([CH3:25])([CH3:24])[CH3:23]. The catalyst class is: 12. (4) Reactant: [N+:1]([C:4]1[N:5]=[C:6]2[N:10]([CH:11]=1)[CH2:9][C@H:8]([CH2:12][N:13]1[CH2:18][CH2:17][N:16]([C:19](OC(C)(C)C)=O)[CH2:15][CH2:14]1)[O:7]2)([O-:3])=[O:2].FC(F)(F)C(O)=O.C(N(CC)CC)C.[C:40]1([C:46]2[CH:53]=[CH:52][C:49](C=O)=[CH:48][CH:47]=2)[CH:45]=[CH:44][CH:43]=[CH:42][CH:41]=1.[B-]C#N.[Na+].C(O)(=O)C. Product: [C:40]1([C:46]2[CH:47]=[CH:48][CH:49]=[CH:52][CH:53]=2)[CH:45]=[CH:44][C:43]([CH2:19][N:16]2[CH2:15][CH2:14][N:13]([CH2:12][C@@H:8]3[O:7][C:6]4=[N:5][C:4]([N+:1]([O-:3])=[O:2])=[CH:11][N:10]4[CH2:9]3)[CH2:18][CH2:17]2)=[CH:42][CH:41]=1. The catalyst class is: 2.